Dataset: Human liver microsome stability data. Task: Regression/Classification. Given a drug SMILES string, predict its absorption, distribution, metabolism, or excretion properties. Task type varies by dataset: regression for continuous measurements (e.g., permeability, clearance, half-life) or binary classification for categorical outcomes (e.g., BBB penetration, CYP inhibition). Dataset: hlm. (1) The compound is O=C(C=Cc1cc(Cl)ccc1-n1cnnn1)N[C@@H](Cc1ccccc1)C(=O)Nc1ccc(-c2ncc[nH]2)cc1. The result is 0 (unstable in human liver microsomes). (2) The molecule is CNC(=O)c1cccc(Oc2cccc(-c3c(C)cnc4c(Cl)cccc34)c2)c1. The result is 1 (stable in human liver microsomes). (3) The drug is N#Cc1ccc(CNC(=O)c2ccc(OCCC(F)(F)F)nc2)c(Cl)c1. The result is 0 (unstable in human liver microsomes). (4) The drug is COc1cccc(OC)c1C1CCCC(=O)N1Cc1ccc2ccccc2c1. The result is 1 (stable in human liver microsomes).